Dataset: Reaction yield outcomes from USPTO patents with 853,638 reactions. Task: Predict the reaction yield, written as a fraction of the theoretical maximum amount of product (1.0 means a 100% yield; for example, 0.34 means a 34% yield). (1) The reactants are [NH2:1][C:2]1[N:6]([CH3:7])[C:5](=[O:8])[C:4]([C:15]2[CH:20]=[CH:19][CH:18]=[C:17](Br)[CH:16]=2)([C:9]2[CH:14]=[CH:13][CH:12]=[CH:11][CH:10]=2)[N:3]=1.[C:22]([N:25]1[CH2:34][CH2:33][C:32]2[C:27](=[CH:28][CH:29]=[CH:30][C:31]=2B2OC(C)(C)C(C)(C)O2)[CH2:26]1)(=[O:24])[CH3:23]. No catalyst specified. The product is [C:22]([N:25]1[CH2:34][CH2:33][C:32]2[C:27](=[CH:28][CH:29]=[CH:30][C:31]=2[C:17]2[CH:16]=[C:15]([C:4]3([C:9]4[CH:14]=[CH:13][CH:12]=[CH:11][CH:10]=4)[N:3]=[C:2]([NH2:1])[N:6]([CH3:7])[C:5]3=[O:8])[CH:20]=[CH:19][CH:18]=2)[CH2:26]1)(=[O:24])[CH3:23]. The yield is 0.230. (2) The reactants are [C:1]1([NH:7][NH2:8])[CH:6]=[CH:5][CH:4]=[CH:3][CH:2]=1.[F:9][C:10]1[CH:19]=[C:18]2[C:13]([CH:14]=[CH:15][CH:16]=[N:17]2)=[CH:12][C:11]=1[CH2:20][C:21]1[N:25]2[N:26]=[C:27]([C:30](=O)[CH3:31])[CH:28]=[CH:29][C:24]2=[N:23][CH:22]=1. No catalyst specified. The product is [F:9][C:10]1[CH:19]=[C:18]2[C:13]([CH:14]=[CH:15][CH:16]=[N:17]2)=[CH:12][C:11]=1[CH2:20][C:21]1[N:25]2[N:26]=[C:27](/[C:30](=[N:8]/[NH:7][C:1]3[CH:6]=[CH:5][CH:4]=[CH:3][CH:2]=3)/[CH3:31])[CH:28]=[CH:29][C:24]2=[N:23][CH:22]=1. The yield is 0.320. (3) The reactants are [OH:1][C:2]1([C@H:13]([NH:15][C:16](=[O:22])[O:17][C:18]([CH3:21])([CH3:20])[CH3:19])[CH3:14])[CH2:5][N:4](CC2C=CC=CC=2)[CH2:3]1.[H][H]. The catalyst is CO.[Pd]. The product is [OH:1][C:2]1([C@H:13]([NH:15][C:16](=[O:22])[O:17][C:18]([CH3:21])([CH3:20])[CH3:19])[CH3:14])[CH2:3][NH:4][CH2:5]1. The yield is 1.00. (4) The reactants are [Si:1]([O:8][CH2:9][C@H:10]1[O:18][C@H:17]2[C@H:13]([N:14]=[C:15]([N:19]([CH3:21])[CH3:20])[S:16]2)[C@@H:12]([OH:22])[C@@H:11]1[OH:23])([C:4]([CH3:7])([CH3:6])[CH3:5])([CH3:3])[CH3:2].[H-].[Na+].Br[CH2:27][C:28]1[CH:33]=[CH:32][C:31]([O:34][CH3:35])=[CH:30][CH:29]=1. The catalyst is CN(C=O)C. The product is [Si:1]([O:8][CH2:9][C@H:10]1[O:18][C@H:17]2[C@H:13]([N:14]=[C:15]([N:19]([CH3:20])[CH3:21])[S:16]2)[C@@H:12]([O:22][CH2:27][C:28]2[CH:33]=[CH:32][C:31]([O:34][CH3:35])=[CH:30][CH:29]=2)[C@@H:11]1[O:23][CH2:27][C:28]1[CH:33]=[CH:32][C:31]([O:34][CH3:35])=[CH:30][CH:29]=1)([C:4]([CH3:7])([CH3:5])[CH3:6])([CH3:3])[CH3:2]. The yield is 0.640. (5) The reactants are [H-].[Na+].[Br:3][C:4]1[CH:9]=[CH:8][C:7]([CH2:10][C:11]#[N:12])=[CH:6][CH:5]=1.Br[CH2:14][C:15]([O:20][CH3:21])([O:18][CH3:19])[CH2:16]Br.O. The catalyst is CN(C=O)C. The product is [Br:3][C:4]1[CH:9]=[CH:8][C:7]([C:10]2([C:11]#[N:12])[CH2:16][C:15]([O:20][CH3:21])([O:18][CH3:19])[CH2:14]2)=[CH:6][CH:5]=1. The yield is 0.880. (6) The reactants are [C:1]([O:5][C:6]([N:8]1[CH2:13][CH2:12][C:11](=O)[CH2:10][CH2:9]1)=[O:7])([CH3:4])([CH3:3])[CH3:2].Cl.[F:16][C:17]1([F:21])[CH2:20][NH:19][CH2:18]1.C(O[BH-](OC(=O)C)OC(=O)C)(=O)C.[Na+]. The catalyst is ClCCCl.[Cl-].[Na+].O. The product is [C:1]([O:5][C:6]([N:8]1[CH2:13][CH2:12][CH:11]([N:19]2[CH2:20][C:17]([F:21])([F:16])[CH2:18]2)[CH2:10][CH2:9]1)=[O:7])([CH3:4])([CH3:3])[CH3:2]. The yield is 0.880. (7) The reactants are [NH:1]([C:3]1[CH:4]=[C:5]([C:12]([OH:14])=[O:13])[CH:6]=[C:7]([C:9]([OH:11])=[O:10])[CH:8]=1)N.[CH:15]([C:18]([CH3:20])=O)([CH3:17])[CH3:16]. The catalyst is C(O)(=O)C. The product is [CH3:20][C:18]1[C:15]([CH3:17])([CH3:16])[C:4]2[C:3](=[CH:8][C:7]([C:9]([OH:11])=[O:10])=[CH:6][C:5]=2[C:12]([OH:14])=[O:13])[N:1]=1. The yield is 0.955.